Predict the product of the given reaction. From a dataset of Forward reaction prediction with 1.9M reactions from USPTO patents (1976-2016). (1) Given the reactants [F:1][C:2]1[CH:7]=[CH:6][C:5]([S:8][CH2:9][CH2:10][CH2:11][C:12]([OH:14])=O)=[CH:4][CH:3]=1.[OH:15][C:16]1[CH:24]=[CH:23][CH:22]=[CH:21][C:17]=1[CH2:18][NH:19][CH3:20], predict the reaction product. The product is: [F:1][C:2]1[CH:3]=[CH:4][C:5]([S:8][CH2:9][CH2:10][CH2:11][C:12]([N:19]([CH2:18][C:17]2[CH:21]=[CH:22][CH:23]=[CH:24][C:16]=2[OH:15])[CH3:20])=[O:14])=[CH:6][CH:7]=1. (2) Given the reactants [C:1]([O:5][C:6](=[O:24])[CH2:7][C:8]1[C:17]([CH3:18])=[C:16]([O:19]C(=O)C)[C:15]2[C:10](=[CH:11][CH:12]=[C:13]([F:23])[CH:14]=2)[CH:9]=1)([CH3:4])([CH3:3])[CH3:2].C[O-].[Na+].Cl, predict the reaction product. The product is: [C:1]([O:5][C:6](=[O:24])[CH2:7][C:8]1[C:17]([CH3:18])=[C:16]([OH:19])[C:15]2[C:10](=[CH:11][CH:12]=[C:13]([F:23])[CH:14]=2)[CH:9]=1)([CH3:4])([CH3:2])[CH3:3]. (3) Given the reactants [CH:1]1[CH:6]=[CH:5][C:4]([O:7][C:8](Cl)=[S:9])=[CH:3][CH:2]=1.[CH3:11][N:12]([CH3:37])[C:13]([C:15]1[N:20]=[C:19]2[C:21]([CH2:25][OH:26])=[C:22]([CH3:24])[NH:23][C:18]2=[C:17]([NH:27][CH2:28][C:29]2[C:34]([CH3:35])=[CH:33][CH:32]=[CH:31][C:30]=2[CH3:36])[CH:16]=1)=[O:14].N1C=CC=CC=1.[Cl-].[NH4+], predict the reaction product. The product is: [C:4]1([O:7][C:8](=[S:9])[O:26][CH2:25][C:21]2[C:19]3=[N:20][C:15]([C:13](=[O:14])[N:12]([CH3:11])[CH3:37])=[CH:16][C:17]([NH:27][CH2:28][C:29]4[C:30]([CH3:36])=[CH:31][CH:32]=[CH:33][C:34]=4[CH3:35])=[C:18]3[NH:23][C:22]=2[CH3:24])[CH:5]=[CH:6][CH:1]=[CH:2][CH:3]=1. (4) Given the reactants C[O:2][C:3]1[C:4]([CH3:38])=[C:5]([C:29]([O:36]C)=[C:30]([O:34][CH3:35])[C:31]=1[O:32][CH3:33])[CH2:6][C:7]1[CH:20]=[CH:19][C:10]([C:11]([N:13]2[CH2:18][CH2:17][CH2:16][CH2:15][CH2:14]2)=[O:12])=[C:9]([O:21][CH2:22][C:23]2[CH:28]=[CH:27][CH:26]=[CH:25][CH:24]=2)[CH:8]=1.O=[N+]([O-])[O-].[O-][N+](=O)[O-].[O-][N+](=O)[O-].[O-][N+](=O)[O-].[O-][N+](=O)[O-].[O-][N+](=O)[O-].[Ce+4].[NH4+].[NH4+], predict the reaction product. The product is: [CH3:33][O:32][C:31]1[C:3](=[O:2])[C:4]([CH3:38])=[C:5]([CH2:6][C:7]2[CH:20]=[CH:19][C:10]([C:11]([N:13]3[CH2:14][CH2:15][CH2:16][CH2:17][CH2:18]3)=[O:12])=[C:9]([O:21][CH2:22][C:23]3[CH:24]=[CH:25][CH:26]=[CH:27][CH:28]=3)[CH:8]=2)[C:29](=[O:36])[C:30]=1[O:34][CH3:35].